This data is from Full USPTO retrosynthesis dataset with 1.9M reactions from patents (1976-2016). The task is: Predict the reactants needed to synthesize the given product. (1) Given the product [C:28]1([C:19]2[CH:20]=[CH:21][CH:22]=[CH:23][CH:24]=2)[CH:29]=[CH:30][C:31]([C:6]([N:8]2[CH2:12][C:11](=[N:13][O:14][CH3:15])[CH2:10][C@H:9]2[C:16]([NH:34][CH2:35][C@@H:36]([OH:37])[C:38]2[CH:43]=[CH:42][CH:41]=[CH:40][CH:39]=2)=[O:18])=[O:7])=[CH:32][CH:33]=1, predict the reactants needed to synthesize it. The reactants are: C(O[C:6]([N:8]1[CH2:12][C:11](=[N:13][O:14][CH3:15])[CH2:10][C@H:9]1[C:16]([OH:18])=O)=[O:7])(C)(C)C.[C:19]1([C:28]2[CH:33]=[CH:32][CH:31]=[CH:30][CH:29]=2)[CH:24]=[CH:23][C:22](C(Cl)=O)=[CH:21][CH:20]=1.[NH2:34][CH2:35][C@H:36]([C:38]1[CH:43]=[CH:42][CH:41]=[CH:40][CH:39]=1)[OH:37]. (2) Given the product [CH3:1][N:2]1[N:6]=[N:5][C:4]([C:7]2[CH:12]=[CH:11][C:10]([C:13]3[CH:18]=[CH:17][C:16]([N:19]4[CH2:23][C@H:22]([CH2:24][O:25][CH3:32])[O:21][C:20]4=[O:30])=[CH:15][C:14]=3[F:31])=[CH:9][N:8]=2)=[N:3]1, predict the reactants needed to synthesize it. The reactants are: [CH3:1][N:2]1[N:6]=[N:5][C:4]([C:7]2[CH:12]=[CH:11][C:10]([C:13]3[CH:18]=[CH:17][C:16]([N:19]4[CH2:23][C@H:22]([CH2:24][O:25]S(C)(=O)=O)[O:21][C:20]4=[O:30])=[CH:15][C:14]=3[F:31])=[CH:9][N:8]=2)=[N:3]1.[CH3:32][O-].[Na+]. (3) Given the product [C:1]([O:7][C:8]1[CH:9]=[C:10]2[C:14](=[C:15]([O:17][C:18]3[CH:23]=[CH:22][C:21]([S:24]([CH3:27])(=[O:26])=[O:25])=[CH:20][CH:19]=3)[CH:16]=1)[N:13]([CH2:28][O:29][CH3:30])[N:12]=[C:11]2[NH:32][C:33]1[CH:37]=[CH:36][N:35]([CH3:38])[N:34]=1)(=[O:6])[C:2]([CH3:5])([CH3:4])[CH3:3], predict the reactants needed to synthesize it. The reactants are: [C:1]([O:7][C:8]1[CH:9]=[C:10]2[C:14](=[C:15]([O:17][C:18]3[CH:23]=[CH:22][C:21]([S:24]([CH3:27])(=[O:26])=[O:25])=[CH:20][CH:19]=3)[CH:16]=1)[N:13]([CH2:28][O:29][CH3:30])[N:12]=[C:11]2Br)(=[O:6])[C:2]([CH3:5])([CH3:4])[CH3:3].[NH2:32][C:33]1[CH:37]=[CH:36][N:35]([CH3:38])[N:34]=1.C1(P(C2C=CC=CC=2)C2C3OC4C(=CC=CC=4P(C4C=CC=CC=4)C4C=CC=CC=4)C(C)(C)C=3C=CC=2)C=CC=CC=1.C(=O)([O-])[O-].[Cs+].[Cs+]. (4) Given the product [F:15][C:16]1[CH:24]=[C:23]2[C:19]([CH2:20][CH2:21][N:22]2[CH:25]2[CH2:30][CH2:29][N:28]([C:8]3[N:9]=[N:10][C:11]([N:4]4[CH:3]=[C:2]([CH3:1])[CH:6]=[N:5]4)=[CH:12][CH:13]=3)[CH2:27][CH2:26]2)=[CH:18][CH:17]=1, predict the reactants needed to synthesize it. The reactants are: [CH3:1][C:2]1[CH:3]=[N:4][NH:5][CH:6]=1.Cl[C:8]1[N:9]=[N:10][C:11](Cl)=[CH:12][CH:13]=1.[F:15][C:16]1[CH:24]=[C:23]2[C:19]([CH2:20][CH2:21][N:22]2[CH:25]2[CH2:30][CH2:29][NH:28][CH2:27][CH2:26]2)=[CH:18][CH:17]=1. (5) Given the product [Cl:23][C:24]1[N:29]=[C:28]([CH2:30][C:9]([C:5]2[CH:4]=[C:3]([O:2][CH3:1])[CH:8]=[CH:7][N:6]=2)=[O:11])[CH:27]=[CH:26][N:25]=1, predict the reactants needed to synthesize it. The reactants are: [CH3:1][O:2][C:3]1[CH:8]=[CH:7][N:6]=[C:5]([C:9]([O:11]C)=O)[CH:4]=1.[Li+].C[Si]([N-][Si](C)(C)C)(C)C.[Cl:23][C:24]1[N:29]=[C:28]([CH3:30])[CH:27]=[CH:26][N:25]=1. (6) Given the product [N+:31]([C:34]1[CH:35]=[CH:36][C:37]([C:38]([NH:1][C:2]2[CH:3]=[CH:4][C:5]3[N:9]=[CH:8][N:7]([CH:10]([C:17]4[CH:18]=[CH:19][CH:20]=[CH:21][CH:22]=4)[CH2:11][C:12]([O:14][CH2:15][CH3:16])=[O:13])[C:6]=3[CH:23]=2)=[O:39])=[CH:41][CH:42]=1)([O-:33])=[O:32], predict the reactants needed to synthesize it. The reactants are: [NH2:1][C:2]1[CH:3]=[CH:4][C:5]2[N:9]=[CH:8][N:7]([CH:10]([C:17]3[CH:22]=[CH:21][CH:20]=[CH:19][CH:18]=3)[CH2:11][C:12]([O:14][CH2:15][CH3:16])=[O:13])[C:6]=2[CH:23]=1.C(N(CC)CC)C.[N+:31]([C:34]1[CH:42]=[CH:41][C:37]([C:38](Cl)=[O:39])=[CH:36][CH:35]=1)([O-:33])=[O:32]. (7) Given the product [N+:12]([C:11]1[CH:10]=[CH:9][S:8][C:7]=1[N:1]1[CH:5]=[CH:4][N:3]=[CH:2]1)([O-:14])=[O:13], predict the reactants needed to synthesize it. The reactants are: [NH:1]1[CH:5]=[CH:4][N:3]=[CH:2]1.Cl[C:7]1[S:8][CH:9]=[CH:10][C:11]=1[N+:12]([O-:14])=[O:13].